Dataset: Choline transporter screen with 302,306 compounds. Task: Binary Classification. Given a drug SMILES string, predict its activity (active/inactive) in a high-throughput screening assay against a specified biological target. (1) The drug is Oc1c2c(ccc1C(=O)NNC(=O)Nc1c(cccc1)C)cccc2. The result is 0 (inactive). (2) The drug is Clc1c(cc(NC(=O)c2sc3nc4CCCCc4cc3c2N)cc1)C(O)=O. The result is 0 (inactive). (3) The drug is S(=O)(=O)(N1CCCC1)c1cc([nH]c1)C(=O)Nc1c(cc(cc1)C)C. The result is 0 (inactive). (4) The drug is S(=O)(=O)(N1CCN=C1SCc1cc(F)ccc1)c1ccc(F)cc1. The result is 0 (inactive). (5) The compound is S(=O)(=O)(N(S(=O)(=O)c1ccc(NC(=O)C)cc1)c1cccnc1)c1ccc(NC(=O)C)cc1. The result is 0 (inactive). (6) The compound is Brc1c(n(nc1C)Cc1cc(ccc1)C(=O)Nc1scc(n1)C)C. The result is 0 (inactive). (7) The molecule is Clc1cc(N(S(=O)(=O)c2cc([N+]([O-])=O)c(cc2)C)CC(=O)NCC(C)C)c(OC)cc1. The result is 0 (inactive). (8) The drug is Brc1cc(C(=O)Nc2cc3nc(n(c3cc2)C)CN2CCCCC2)ccc1. The result is 0 (inactive).